This data is from Peptide-MHC class I binding affinity with 185,985 pairs from IEDB/IMGT. The task is: Regression. Given a peptide amino acid sequence and an MHC pseudo amino acid sequence, predict their binding affinity value. This is MHC class I binding data. The peptide sequence is TPTQLAETI. The MHC is HLA-B35:01 with pseudo-sequence HLA-B35:01. The binding affinity (normalized) is 0.400.